Dataset: Reaction yield outcomes from USPTO patents with 853,638 reactions. Task: Predict the reaction yield, written as a fraction of the theoretical maximum amount of product (1.0 means a 100% yield; for example, 0.34 means a 34% yield). (1) The reactants are [CH2:1]([N:5](C(OC(C)(C)C)=O)[C:6]([O:8][C:9]([CH3:12])([CH3:11])[CH3:10])=[O:7])[CH2:2][CH:3]=[CH2:4].FC(F)(F)C(O)=O. The catalyst is C(Cl)Cl. The product is [CH2:1]([NH:5][C:6](=[O:7])[O:8][C:9]([CH3:12])([CH3:11])[CH3:10])[CH2:2][CH:3]=[CH2:4]. The yield is 0.960. (2) The reactants are I[C:2]1[C:3]([CH:11]([CH3:13])[CH3:12])=[N:4][N:5]2[CH:10]=[CH:9][CH:8]=[CH:7][C:6]=12.O.[NH2:15][C:16]1[CH:17]=[C:18](B(O)O)[CH:19]=[CH:20][CH:21]=1.ClCCl.C([O-])([O-])=O.[Na+].[Na+]. The catalyst is C(#N)C. The product is [CH:11]([C:3]1[C:2]([C:20]2[CH:21]=[C:16]([NH2:15])[CH:17]=[CH:18][CH:19]=2)=[C:6]2[CH:7]=[CH:8][CH:9]=[CH:10][N:5]2[N:4]=1)([CH3:13])[CH3:12]. The yield is 0.340.